This data is from Forward reaction prediction with 1.9M reactions from USPTO patents (1976-2016). The task is: Predict the product of the given reaction. Given the reactants [CH3:1][C:2]1C=CC(S(O)(=O)=O)=C[CH:3]=1.[NH2:12][C:13]1[N:17]([C:18]([CH3:24])([CH3:23])[C:19]([F:22])([F:21])[F:20])[CH:16]=[C:15]([C:25]#[N:26])[CH:14]=1.COC(OC)CC(OC)OC, predict the reaction product. The product is: [F:21][C:19]([F:22])([F:20])[C:18]([N:17]1[C:13]2=[N:12][CH:1]=[CH:2][CH:3]=[C:14]2[C:15]([C:25]#[N:26])=[CH:16]1)([CH3:23])[CH3:24].